Dataset: Full USPTO retrosynthesis dataset with 1.9M reactions from patents (1976-2016). Task: Predict the reactants needed to synthesize the given product. Given the product [F:1][C:2]1[CH:3]=[C:4]([N+:9]([O-:11])=[O:10])[CH:5]=[CH:6][C:7]=1[N:12]1[CH2:18][CH2:17][CH2:16][CH2:15][CH2:14][CH2:13]1, predict the reactants needed to synthesize it. The reactants are: [F:1][C:2]1[CH:3]=[C:4]([N+:9]([O-:11])=[O:10])[CH:5]=[CH:6][C:7]=1F.[NH:12]1[CH2:18][CH2:17][CH2:16][CH2:15][CH2:14][CH2:13]1.CCN(CC)CC.